This data is from Full USPTO retrosynthesis dataset with 1.9M reactions from patents (1976-2016). The task is: Predict the reactants needed to synthesize the given product. (1) Given the product [F:40][C:37]1[CH:38]=[CH:39][C:34]([CH2:33][CH2:32][S:31][CH:21]([CH2:22][C:23]2[CH:24]=[CH:25][C:26]([CH2:29][O:13][C:12](=[O:14])[CH:11]([C:8]3[CH:7]=[CH:6][C:5]([CH2:1][CH:2]([CH3:4])[CH3:3])=[CH:10][CH:9]=3)[CH3:15])=[CH:27][CH:28]=2)[C:20]([OH:41])=[O:19])=[CH:35][CH:36]=1, predict the reactants needed to synthesize it. The reactants are: [CH2:1]([C:5]1[CH:10]=[CH:9][C:8]([CH:11]([CH3:15])[C:12]([OH:14])=[O:13])=[CH:7][CH:6]=1)[CH:2]([CH3:4])[CH3:3].ClC(Cl)(Cl)C[O:19][C:20](=[O:41])[CH:21]([S:31][CH2:32][CH2:33][C:34]1[CH:39]=[CH:38][C:37]([F:40])=[CH:36][CH:35]=1)[CH2:22][C:23]1[CH:28]=[CH:27][C:26]([CH2:29]O)=[CH:25][CH:24]=1. (2) Given the product [Cl:48][C:24]1[C:25]2[C:17]([CH2:16][N:8]([CH2:9][C:10]3[CH:15]=[CH:14][CH:13]=[CH:12][CH:11]=3)[CH2:1][C:2]3[CH:7]=[CH:6][CH:5]=[CH:4][CH:3]=3)=[CH:18][NH:19][C:20]=2[N:21]=[C:22]([NH:27][C:28](=[O:36])[CH2:29][CH2:30][CH2:31][CH2:32][CH2:33][CH2:34][CH3:35])[N:23]=1, predict the reactants needed to synthesize it. The reactants are: [CH2:1]([N:8]([CH2:16][C:17]1[C:25]2[C:24](=O)[NH:23][C:22]([NH:27][C:28](=[O:36])[CH2:29][CH2:30][CH2:31][CH2:32][CH2:33][CH2:34][CH3:35])=[N:21][C:20]=2[NH:19][CH:18]=1)[CH2:9][C:10]1[CH:15]=[CH:14][CH:13]=[CH:12][CH:11]=1)[C:2]1[CH:7]=[CH:6][CH:5]=[CH:4][CH:3]=1.C1(N(C)C)C=CC=CC=1.O=P(Cl)(Cl)[Cl:48]. (3) The reactants are: [F:1][CH:2]([CH2:12][CH2:13][N:14]1[CH:18]=[C:17]([C:19]([O:21][CH3:22])=[O:20])[N:16]=[N:15]1)[CH2:3][N:4]1[CH:8]=[C:7]([C:9]([OH:11])=O)[N:6]=[N:5]1.[F:23][C:24]([F:34])([F:33])[C:25]1[CH:30]=[CH:29][N:28]=[C:27]([CH2:31][NH2:32])[CH:26]=1.CN(C(ON1N=NC2C=CC=NC1=2)=[N+](C)C)C.F[P-](F)(F)(F)(F)F.CCN(C(C)C)C(C)C. Given the product [F:1][CH:2]([CH2:3][N:4]1[CH:8]=[C:7]([C:9](=[O:11])[NH:32][CH2:31][C:27]2[CH:26]=[C:25]([C:24]([F:34])([F:23])[F:33])[CH:30]=[CH:29][N:28]=2)[N:6]=[N:5]1)[CH2:12][CH2:13][N:14]1[CH:18]=[C:17]([C:19]([O:21][CH3:22])=[O:20])[N:16]=[N:15]1, predict the reactants needed to synthesize it. (4) Given the product [F:24][C:20]1[N:19]=[C:18]([C:14]2[N:13]([CH2:12][C:9]3[N:10]=[N:11][C:6]([C:4](=[O:3])[CH3:5])=[CH:7][C:8]=3[CH2:25][CH2:26][CH3:27])[CH:17]=[CH:16][N:15]=2)[CH:23]=[CH:22][CH:21]=1, predict the reactants needed to synthesize it. The reactants are: C([O:3][C:4]([C:6]1[N:11]=[N:10][C:9]([CH2:12][N:13]2[CH:17]=[CH:16][N:15]=[C:14]2[C:18]2[CH:23]=[CH:22][CH:21]=[C:20]([F:24])[N:19]=2)=[C:8]([CH2:25][CH2:26][CH3:27])[CH:7]=1)=[CH2:5])C.Cl. (5) Given the product [Cl:7][C:8]1[CH:13]=[C:12]([C:14]([O:16][CH3:1])=[O:15])[CH:11]=[C:10]([O:17][CH2:18][C:19]2[CH:24]=[CH:23][CH:22]=[CH:21][CH:20]=2)[N:9]=1, predict the reactants needed to synthesize it. The reactants are: [C:1](Cl)(=O)C(Cl)=O.[Cl:7][C:8]1[CH:13]=[C:12]([C:14]([OH:16])=[O:15])[CH:11]=[C:10]([O:17][CH2:18][C:19]2[CH:24]=[CH:23][CH:22]=[CH:21][CH:20]=2)[N:9]=1. (6) Given the product [P:1]([O-:13])([O:3][C:4]([CH3:7])([CH3:6])[CH3:5])([O:8][C:9]([CH3:11])([CH3:12])[CH3:10])=[O:2].[Ag+:33], predict the reactants needed to synthesize it. The reactants are: [P:1]([O-:13])([O:8][C:9]([CH3:12])([CH3:11])[CH3:10])([O:3][C:4]([CH3:7])([CH3:6])[CH3:5])=[O:2].[Ba+2].[C:9]([O:8][P:1]([O-:13])([O:3][C:4]([CH3:6])([CH3:7])[CH3:5])=[O:2])([CH3:12])([CH3:11])[CH3:10].S([O-])([O-])(=O)=O.[Ag+2:33]. (7) Given the product [OH:11][C:8]1([C:3]2[CH:4]=[CH:5][CH:6]=[CH:7][C:2]=2[NH:1][CH2:15][CH2:14][C:13]([NH:18][C:19](=[O:25])[O:20][C:21]([CH3:24])([CH3:23])[CH3:22])([CH3:17])[CH3:12])[CH2:9][CH2:10]1, predict the reactants needed to synthesize it. The reactants are: [NH2:1][C:2]1[CH:7]=[CH:6][CH:5]=[CH:4][C:3]=1[C:8]1([OH:11])[CH2:10][CH2:9]1.[CH3:12][C:13]([NH:18][C:19](=[O:25])[O:20][C:21]([CH3:24])([CH3:23])[CH3:22])([CH3:17])[CH2:14][CH:15]=O.